This data is from Peptide-MHC class II binding affinity with 134,281 pairs from IEDB. The task is: Regression. Given a peptide amino acid sequence and an MHC pseudo amino acid sequence, predict their binding affinity value. This is MHC class II binding data. The peptide sequence is GELQIVCKIDAAFKI. The MHC is DRB4_0101 with pseudo-sequence DRB4_0103. The binding affinity (normalized) is 0.408.